From a dataset of Reaction yield outcomes from USPTO patents with 853,638 reactions. Predict the reaction yield, written as a fraction of the theoretical maximum amount of product (1.0 means a 100% yield; for example, 0.34 means a 34% yield). (1) The reactants are Cl.[N+:2]([C:5]1[CH:6]=[CH:7][C:8]([NH2:13])=[C:9]([CH:12]=1)[CH2:10][NH2:11])([O-:4])=[O:3].[C:14](Cl)(=O)[C:15]1[CH:23]=[CH:22][C:21]2[O:20][CH2:19][O:18][C:17]=2[CH:16]=1.C1(Cl)C(=O)C(Cl)=C(Cl)C(=O)C=1Cl. The catalyst is C(Cl)Cl.C1(C)C=CC=CC=1. The product is [N+:2]([C:5]1[CH:12]=[C:9]2[C:8](=[CH:7][CH:6]=1)[N:13]=[C:14]([C:15]1[CH:23]=[CH:22][C:21]3[O:20][CH2:19][O:18][C:17]=3[CH:16]=1)[N:11]=[CH:10]2)([O-:4])=[O:3]. The yield is 0.825. (2) The reactants are [CH3:1][O:2][C:3]1[CH:31]=[C:30]([O:32][CH3:33])[CH:29]=[CH:28][C:4]=1[CH2:5][NH:6][C:7]1[C:8]2[CH:15]=[CH:14][N:13]([C@H:16]3[C@@H:20]4[O:21][C:22]([CH3:25])([CH3:24])[O:23][C@@H:19]4[C@@H:18]([CH2:26]O)[O:17]3)[C:9]=2[N:10]=[CH:11][N:12]=1.C1(P(C2C=CC=CC=2)C2C=CC=CC=2)C=CC=CC=1.N(C(OC(C)C)=O)=NC(OC(C)C)=O.C1C=CC(OP(OC2C=CC=CC=2)([N:76]=[N+:77]=[N-:78])=O)=CC=1.C1C=CC(P(N=[N+]=[N-])(C2C=CC=CC=2)=O)=CC=1. The catalyst is O1CCCC1. The product is [N:76]([CH2:26][C@@H:18]1[C@H:19]2[O:23][C:22]([CH3:24])([CH3:25])[O:21][C@H:20]2[C@H:16]([N:13]2[C:9]3[N:10]=[CH:11][N:12]=[C:7]([NH:6][CH2:5][C:4]4[CH:28]=[CH:29][C:30]([O:32][CH3:33])=[CH:31][C:3]=4[O:2][CH3:1])[C:8]=3[CH:15]=[CH:14]2)[O:17]1)=[N+:77]=[N-:78]. The yield is 0.830. (3) The reactants are [CH3:1][O:2][C:3](=[O:38])[NH:4][CH:5]([C:9]([N:11]1[CH:17]([C:18]2[NH:19][C:20]([C:23]3[CH:28]=[CH:27][C:26](B4OC(C)(C)C(C)(C)O4)=[CH:25][CH:24]=3)=[CH:21][N:22]=2)[CH2:16][C:13]2([CH2:15][CH2:14]2)[CH2:12]1)=[O:10])[CH:6]([CH3:8])[CH3:7].[C:39]([O:43][C:44]([N:46]1[CH:51]([C:52]2[NH:53][C:54]([C:57]3[CH:66]=[CH:65][C:64]4[C:59](=[CH:60][CH:61]=[C:62](Br)[CH:63]=4)[CH:58]=3)=[CH:55][N:56]=2)[CH:50]2[CH2:68][CH:47]1[CH2:48][CH2:49]2)=[O:45])([CH3:42])([CH3:41])[CH3:40].C([O-])([O-])=O.[K+].[K+]. The catalyst is COCCOC.CCOC(C)=O.C1C=CC([P]([Pd]([P](C2C=CC=CC=2)(C2C=CC=CC=2)C2C=CC=CC=2)([P](C2C=CC=CC=2)(C2C=CC=CC=2)C2C=CC=CC=2)[P](C2C=CC=CC=2)(C2C=CC=CC=2)C2C=CC=CC=2)(C2C=CC=CC=2)C2C=CC=CC=2)=CC=1. The product is [C:39]([O:43][C:44]([N:46]1[CH:51]([C:52]2[NH:53][C:54]([C:57]3[CH:66]=[CH:65][C:64]4[C:59](=[CH:60][CH:61]=[C:62]([C:26]5[CH:25]=[CH:24][C:23]([C:20]6[NH:19][C:18]([CH:17]7[CH2:16][C:13]8([CH2:14][CH2:15]8)[CH2:12][N:11]7[C:9](=[O:10])[CH:5]([NH:4][C:3]([O:2][CH3:1])=[O:38])[CH:6]([CH3:8])[CH3:7])=[N:22][CH:21]=6)=[CH:28][CH:27]=5)[CH:63]=4)[CH:58]=3)=[CH:55][N:56]=2)[CH:50]2[CH2:68][CH:47]1[CH2:48][CH2:49]2)=[O:45])([CH3:42])([CH3:41])[CH3:40]. The yield is 0.370. (4) The reactants are Br[C:2]1[CH:3]=[N:4][CH:5]=[CH:6][CH:7]=1.C1(P(C2CCCCC2)C2C=CC=CC=2C2[C:26]([O:27][CH3:28])=[CH:25][CH:24]=CC=2OC)CCCCC1.P([O-])([O-])([O-])=O.[K+].[K+].[K+].[O:45]1[CH2:47][CH2:46][O:45][CH2:47][CH2:46]1.[O:45]1[CH2:46][CH2:47][CH2:52][CH2:52]1.[C:52]1(C)C=CC=CC=1. The catalyst is C([O-])(=O)C.[Pd+2].C([O-])(=O)C. The product is [CH2:46]([O:45][CH:26]([O:27][CH2:28][CH3:52])[CH2:25][CH2:24][C:2]1[CH:3]=[N:4][CH:5]=[CH:6][CH:7]=1)[CH3:47]. The yield is 0.930. (5) The reactants are [CH3:1][C:2]1[CH:3]=[CH:4][N:5]2[C:10]=1[C:9]([S:11][CH3:12])=[N:8][CH:7]=[N:6]2.C1C(=O)N(Br)C(=O)C1.CC(N=NC(C#N)(C)C)(C#N)C.[OH:33][CH:34]1[CH2:39][CH2:38][NH:37][CH2:36][CH2:35]1.CCN(C(C)C)C(C)C. The catalyst is C(Cl)(Cl)(Cl)Cl. The product is [CH3:12][S:11][C:9]1[C:10]2=[C:2]([CH2:1][N:37]3[CH2:38][CH2:39][CH:34]([OH:33])[CH2:35][CH2:36]3)[CH:3]=[CH:4][N:5]2[N:6]=[CH:7][N:8]=1. The yield is 0.740. (6) The reactants are [Br:1][C:2]1[CH:3]=[C:4]([C:8]2[C:21]([C:22](=O)/[CH:23]=[CH:24]/N(C)C)=[C:11]3[CH:12]=[CH:13][CH:14]=[C:15]([N:16]4[CH2:20][CH2:19][CH2:18][CH2:17]4)[N:10]3[N:9]=2)[CH:5]=[CH:6][CH:7]=1.S(O)(O)(=O)=O.[NH2:34][C:35]([NH2:37])=[NH:36]. No catalyst specified. The product is [Br:1][C:2]1[CH:3]=[C:4]([C:8]2[C:21]([C:22]3[CH:23]=[CH:24][N:34]=[C:35]([NH2:37])[N:36]=3)=[C:11]3[CH:12]=[CH:13][CH:14]=[C:15]([N:16]4[CH2:20][CH2:19][CH2:18][CH2:17]4)[N:10]3[N:9]=2)[CH:5]=[CH:6][CH:7]=1. The yield is 0.610.